From a dataset of Forward reaction prediction with 1.9M reactions from USPTO patents (1976-2016). Predict the product of the given reaction. (1) Given the reactants [CH3:1][CH:2]([OH:6])/[CH:3]=[CH:4]\[CH3:5].[C:7]1([CH2:13][CH2:14][C:15](O)=[O:16])[CH:12]=[CH:11][CH:10]=[CH:9][CH:8]=1.[Cl-].C(N=C=NCCC[NH+](C)C)C, predict the reaction product. The product is: [C:7]1([C:13]#[C:14][C:15]([O:6][CH:2](/[CH:3]=[CH:4]\[CH3:5])[CH3:1])=[O:16])[CH:12]=[CH:11][CH:10]=[CH:9][CH:8]=1. (2) Given the reactants [C:1]([C:5]1[CH:6]=[C:7]([NH2:11])[N:8]([CH3:10])[N:9]=1)([CH3:4])([CH3:3])[CH3:2].[C:12](C1NC=CN=1)(C1NC=CN=1)=[O:13].[NH2:24][CH2:25][C:26]1[CH:31]=[CH:30][CH:29]=[CH:28][C:27]=1[NH2:32], predict the reaction product. The product is: [NH2:32][C:27]1[CH:28]=[CH:29][CH:30]=[CH:31][C:26]=1[CH2:25][NH:24][C:12]([NH:11][C:7]1[N:8]([CH3:10])[N:9]=[C:5]([C:1]([CH3:4])([CH3:2])[CH3:3])[CH:6]=1)=[O:13]. (3) Given the reactants C([N:8](CC1C=CC=CC=1)[C@H:9]1[CH2:14][CH2:13][C@H:12]([O:15][CH2:16][CH2:17][N:18]2[CH2:23][CH2:22][CH2:21][CH2:20][CH2:19]2)[CH2:11][CH2:10]1)C1C=CC=CC=1.[H][H], predict the reaction product. The product is: [N:18]1([CH2:17][CH2:16][O:15][C@H:12]2[CH2:11][CH2:10][C@H:9]([NH2:8])[CH2:14][CH2:13]2)[CH2:19][CH2:20][CH2:21][CH2:22][CH2:23]1. (4) Given the reactants [ClH:1].[Br:2][C:3]1[CH:12]=[CH:11][CH:10]=[C:9]2[C:4]=1[CH2:5][C@H:6]([C:17]([O:19]C)=[O:18])[N:7](C(OC)=O)[CH2:8]2.BrC1C=CC=C2C=1C[C@H](C(O)=O)N(C(OC)=O)C2, predict the reaction product. The product is: [ClH:1].[Br:2][C:3]1[CH:12]=[CH:11][CH:10]=[C:9]2[C:4]=1[CH2:5][C@H:6]([C:17]([OH:19])=[O:18])[NH:7][CH2:8]2. (5) Given the reactants [CH3:1][O:2][C:3]([NH:5][C@@H:6]([CH:10]([CH3:12])[CH3:11])[C:7](O)=[O:8])=[O:4].CN(C(ON1N=NC2C=CC=NC1=2)=[N+](C)C)C.F[P-](F)(F)(F)(F)F.Cl.Cl.[Br:39][C:40]1[CH:45]=[CH:44][C:43]([C:46]2[N:47]=[C:48]([C@@H:51]3[CH2:55][C@H:54]([S:56][CH3:57])[CH2:53][NH:52]3)[NH:49][CH:50]=2)=[CH:42][CH:41]=1.C(N(CC)C(C)C)(C)C, predict the reaction product. The product is: [CH3:1][O:2][C:3](=[O:4])[NH:5][C@H:6]([C:7]([N:52]1[CH2:53][C@@H:54]([S:56][CH3:57])[CH2:55][C@H:51]1[C:48]1[NH:49][CH:50]=[C:46]([C:43]2[CH:44]=[CH:45][C:40]([Br:39])=[CH:41][CH:42]=2)[N:47]=1)=[O:8])[CH:10]([CH3:12])[CH3:11]. (6) Given the reactants [S:1]1[CH:5]=[CH:4][CH:3]=[C:2]1[CH:6]=O.[CH3:8][O:9][CH2:10][CH2:11][NH2:12].[F:13][C:14]1[C:15]([O:26][CH3:27])=[CH:16][CH:17]=[C:18]2[C:23]=1[C:22](=[O:24])O[C:20](=[O:25])[CH2:19]2.[N:28]1([C:33]2[CH:39]=[CH:38][C:36]([NH2:37])=[CH:35][CH:34]=2)[CH:32]=[CH:31][CH:30]=[CH:29]1, predict the reaction product. The product is: [N:28]1([C:33]2[CH:39]=[CH:38][C:36]([NH:37][C:20]([CH:19]3[C:18]4[C:23](=[C:14]([F:13])[C:15]([O:26][CH3:27])=[CH:16][CH:17]=4)[C:22](=[O:24])[N:12]([CH2:11][CH2:10][O:9][CH3:8])[CH:6]3[C:2]3[S:1][CH:5]=[CH:4][CH:3]=3)=[O:25])=[CH:35][CH:34]=2)[CH:29]=[CH:30][CH:31]=[CH:32]1. (7) Given the reactants [F:1][C:2]1[CH:3]=[C:4]2[C:9](=[CH:10][C:11]=1[F:12])[N:8]=[CH:7][C:6](/[CH:13]=[CH:14]/[C:15](=[O:30])[CH2:16][CH2:17][CH2:18][CH2:19][C:20]1[CH:29]=[CH:28][C:27]3[CH2:26][CH2:25][CH2:24][NH:23][C:22]=3[N:21]=1)=[CH:5]2.[H-].[H-].[H-].[H-].[Li+].[Al+3].O.[OH-].[Na+], predict the reaction product. The product is: [F:1][C:2]1[CH:3]=[C:4]2[C:9](=[CH:10][C:11]=1[F:12])[N:8]=[CH:7][C:6](/[CH:13]=[CH:14]/[CH:15]([OH:30])[CH2:16][CH2:17][CH2:18][CH2:19][C:20]1[CH:29]=[CH:28][C:27]3[CH2:26][CH2:25][CH2:24][NH:23][C:22]=3[N:21]=1)=[CH:5]2. (8) Given the reactants Br[C@:2]12[C@@H:9]([OH:10])[CH2:8][O:7][C@H:3]1[O:4][CH2:5][CH2:6]2.C1COCC1.C(N(CC)CC)C, predict the reaction product. The product is: [O:7]1[C@H:3]2[O:4][CH2:5][CH2:6][C@H:2]2[C@@H:9]([OH:10])[CH2:8]1. (9) Given the reactants [Br:1][CH2:2][CH2:3][CH2:4][CH2:5][CH2:6][CH2:7][CH2:8][CH2:9][CH2:10][CH2:11][CH2:12][CH2:13][CH2:14][CH2:15][CH2:16][C:17]([OH:19])=O.S(Cl)(Cl)=O.[N:24]12[C:46](=[O:47])[CH2:45][NH:44][CH2:43][C:42](=[O:48])[N:33]([CH2:34][CH2:35][O:36][CH2:37][CH2:38][O:39][CH2:40][CH2:41]1)[CH2:32][CH2:31][O:30][CH2:29][CH2:28][O:27][CH2:26][CH2:25]2.CCN(C(C)C)C(C)C, predict the reaction product. The product is: [Br:1][CH2:2][CH2:3][CH2:4][CH2:5][CH2:6][CH2:7][CH2:8][CH2:9][CH2:10][CH2:11][CH2:12][CH2:13][CH2:14][CH2:15][CH2:16][C:17]([N:44]1[CH2:45][C:46](=[O:47])[N:24]2[CH2:25][CH2:26][O:27][CH2:28][CH2:29][O:30][CH2:31][CH2:32][N:33]([CH2:34][CH2:35][O:36][CH2:37][CH2:38][O:39][CH2:40][CH2:41]2)[C:42](=[O:48])[CH2:43]1)=[O:19]. (10) Given the reactants [CH:1]1[C:15](=[O:16])[N:14]=[C:13]2[N:3]([C@@H:4]3[O:8][C@H:7]([CH2:9][OH:10])[C@@H:6]([OH:11])[C@@H:5]3[O:12]2)[CH:2]=1.[CH3:17][C:18]1[C:31]2[C:32]3=[C:33]4[C:24](=[CH:25][CH:26]=[C:27]([CH2:34][OH:35])[C:28]4=[CH:29][CH:30]=2)[CH:23]=[CH:22][C:21]3=[CH:20][CH:19]=1.C([O-])(O)=O.[Na+].C1COCC1, predict the reaction product. The product is: [CH3:17][C:18]1[C:31]2[C:32]3=[C:33]4[C:24](=[CH:25][CH:26]=[C:27]([CH2:34][O:35][C@@H:5]5[C@H:6]([OH:11])[C@@H:7]([CH2:9][OH:10])[O:8][C@H:4]5[N:3]5[CH:2]=[CH:1][C:15](=[O:16])[NH:14][C:13]5=[O:12])[C:28]4=[CH:29][CH:30]=2)[CH:23]=[CH:22][C:21]3=[CH:20][CH:19]=1.